Dataset: Forward reaction prediction with 1.9M reactions from USPTO patents (1976-2016). Task: Predict the product of the given reaction. Given the reactants [Cl:1][C:2]1[N:3]([CH2:10][CH2:11][CH:12]2[CH2:14][O:13]2)[CH:4]=[C:5]([N+:7]([O-:9])=[O:8])[N:6]=1.[Br:15][C:16]1[N:21]=[CH:20][C:19]([OH:22])=[CH:18][CH:17]=1.C([O-])([O-])=O.[K+].[K+], predict the reaction product. The product is: [Br:15][C:16]1[N:21]=[CH:20][C:19]([O:22][CH2:14][CH:12]([OH:13])[CH2:11][CH2:10][N:3]2[CH:4]=[C:5]([N+:7]([O-:9])=[O:8])[N:6]=[C:2]2[Cl:1])=[CH:18][CH:17]=1.